This data is from Reaction yield outcomes from USPTO patents with 853,638 reactions. The task is: Predict the reaction yield, written as a fraction of the theoretical maximum amount of product (1.0 means a 100% yield; for example, 0.34 means a 34% yield). (1) The reactants are [CH2:1]1[N:6]([CH2:7][CH2:8][NH2:9])[CH2:5][CH2:4][O:3][CH2:2]1.C(Cl)CCl.ON1C2C=CC=CC=2N=N1.[C:24]([CH2:27][CH2:28][C:29]([O:31][CH:32]1[CH2:41][CH:40]([CH3:42])[CH2:39][C:38]2[N:37]=[N:36][C:35]([C:43]3[CH:48]=[CH:47][CH:46]=[C:45]([C:49]([F:52])([F:51])[F:50])[CH:44]=3)=[CH:34][C:33]1=2)=[O:30])(O)=[O:25]. The catalyst is CN(C)C=O. The product is [N:6]1([CH2:7][CH2:8][NH:9][C:27](=[C:24]=[O:25])[CH2:28][C:29]([O:31][CH:32]2[CH2:41][CH:40]([CH3:42])[CH2:39][C:38]3[N:37]=[N:36][C:35]([C:43]4[CH:48]=[CH:47][CH:46]=[C:45]([C:49]([F:50])([F:52])[F:51])[CH:44]=4)=[CH:34][C:33]2=3)=[O:30])[CH2:5][CH2:4][O:3][CH2:2][CH2:1]1. The yield is 0.240. (2) The reactants are [Cl:1][C:2]1[CH:3]=[C:4]([N+:21]([O-])=O)[C:5]([NH:8][CH2:9][C:10]2[CH:20]=[CH:19][C:13]3[N:14]=[C:15]([S:17][CH3:18])[S:16][C:12]=3[CH:11]=2)=[N:6][CH:7]=1.BrC1C(OC)=CC(NCC2C=CC3N=C(SC)SC=3C=2)=C([N+]([O-])=O)C=1. No catalyst specified. The product is [Cl:1][C:2]1[CH:3]=[C:4]([NH2:21])[C:5]([NH:8][CH2:9][C:10]2[CH:20]=[CH:19][C:13]3[N:14]=[C:15]([S:17][CH3:18])[S:16][C:12]=3[CH:11]=2)=[N:6][CH:7]=1. The yield is 0.650. (3) The reactants are Cl[C:2]1[N:7]=[CH:6][C:5]([O:8][C:9]2[CH:14]=[CH:13][N:12]=[C:11]3[CH:15]=[C:16]([C:18]4[CH:27]=[CH:26][C:21]([C:22]([NH:24][CH3:25])=[O:23])=[CH:20][CH:19]=4)[S:17][C:10]=23)=[CH:4][CH:3]=1.C[Si]([N-:32][Si](C)(C)C)(C)C.[Li+]. No catalyst specified. The product is [NH2:32][C:2]1[N:7]=[CH:6][C:5]([O:8][C:9]2[CH:14]=[CH:13][N:12]=[C:11]3[CH:15]=[C:16]([C:18]4[CH:27]=[CH:26][C:21]([C:22]([NH:24][CH3:25])=[O:23])=[CH:20][CH:19]=4)[S:17][C:10]=23)=[CH:4][CH:3]=1. The yield is 0.120. (4) The reactants are [C:1]1([S:7]([N:10]2[C:18]3[C:13](=[C:14]([N:19]4[CH2:24][CH2:23][N:22](CC5C=CC=CC=5)[CH2:21][CH2:20]4)[CH:15]=[CH:16][CH:17]=3)[CH:12]=[N:11]2)(=[O:9])=[O:8])[CH:6]=[CH:5][CH:4]=[CH:3][CH:2]=1.[Cl:32]C(OC(Cl)C)=O. The catalyst is ClCCCl. The product is [ClH:32].[C:1]1([S:7]([N:10]2[C:18]3[C:13](=[C:14]([N:19]4[CH2:24][CH2:23][NH:22][CH2:21][CH2:20]4)[CH:15]=[CH:16][CH:17]=3)[CH:12]=[N:11]2)(=[O:9])=[O:8])[CH:2]=[CH:3][CH:4]=[CH:5][CH:6]=1. The yield is 0.630. (5) The reactants are [F:1][C:2]1[CH:19]=[C:18]([F:20])[CH:17]=[CH:16][C:3]=1[O:4][C:5]1[CH:10]=[C:9]([NH:11][C:12](=[O:14])[CH3:13])[C:8]([CH3:15])=[CH:7][N:6]=1.C(OC(=O)C)(=O)C.C([O-])(=O)C.[K+].[N:33](OCCC(C)C)=O.C(=O)([O-])[O-].[Na+].[Na+]. The catalyst is C1C=CC=CC=1.C(O)(=O)C. The product is [F:1][C:2]1[CH:19]=[C:18]([F:20])[CH:17]=[CH:16][C:3]=1[O:4][C:5]1[N:6]=[CH:7][C:8]2[CH:15]=[N:33][N:11]([C:12](=[O:14])[CH3:13])[C:9]=2[CH:10]=1. The yield is 0.110.